This data is from NCI-60 drug combinations with 297,098 pairs across 59 cell lines. The task is: Regression. Given two drug SMILES strings and cell line genomic features, predict the synergy score measuring deviation from expected non-interaction effect. (1) Drug 1: CS(=O)(=O)C1=CC(=C(C=C1)C(=O)NC2=CC(=C(C=C2)Cl)C3=CC=CC=N3)Cl. Drug 2: C1CCC(C(C1)N)N.C(=O)(C(=O)[O-])[O-].[Pt+4]. Cell line: RPMI-8226. Synergy scores: CSS=33.7, Synergy_ZIP=6.75, Synergy_Bliss=8.52, Synergy_Loewe=-24.2, Synergy_HSA=3.03. (2) Drug 1: CN1CCC(CC1)COC2=C(C=C3C(=C2)N=CN=C3NC4=C(C=C(C=C4)Br)F)OC. Drug 2: C1=CN(C(=O)N=C1N)C2C(C(C(O2)CO)O)O.Cl. Cell line: SK-OV-3. Synergy scores: CSS=23.3, Synergy_ZIP=-3.40, Synergy_Bliss=0.461, Synergy_Loewe=-2.56, Synergy_HSA=2.60.